This data is from Catalyst prediction with 721,799 reactions and 888 catalyst types from USPTO. The task is: Predict which catalyst facilitates the given reaction. (1) The catalyst class is: 10. Reactant: [Cl:1][C:2]1[CH:7]=[CH:6][N:5]=[C:4]([N:8]2[C:12]([CH3:13])=[C:11]([C:14]([OH:16])=[O:15])[CH:10]=[N:9]2)[C:3]=1[F:17].CN([CH:21]=[C:22]([C:30](=O)C)[C:23](OC(C)(C)C)=O)C. Product: [Cl:1][C:2]1[CH:7]=[CH:6][N:5]=[C:4]([N:8]2[C:12]([CH3:13])=[C:11]([C:14]([O:16][C:22]([CH3:30])([CH3:23])[CH3:21])=[O:15])[CH:10]=[N:9]2)[C:3]=1[F:17]. (2) Reactant: [CH2:1]([O:3][C:4](=[O:18])[CH:5]([C:11]1[CH:16]=[CH:15][CH:14]=[C:13]([NH2:17])[CH:12]=1)[CH2:6][CH2:7][CH2:8][CH2:9][CH3:10])[CH3:2].[CH3:19][C:20]([CH3:25])=[CH:21][C:22](Cl)=[O:23]. Product: [CH2:1]([O:3][C:4](=[O:18])[CH:5]([C:11]1[CH:16]=[CH:15][CH:14]=[C:13]([NH:17][C:22](=[O:23])[CH:21]=[C:20]([CH3:25])[CH3:19])[CH:12]=1)[CH2:6][CH2:7][CH2:8][CH2:9][CH3:10])[CH3:2]. The catalyst class is: 22. (3) Reactant: [N:1]1([C:6]2[CH:25]=[CH:24][C:9]([CH2:10][C:11]3[C:12]([Cl:23])=[N:13][C:14]4[C:19]([C:20]=3[Cl:21])=[CH:18][C:17](Br)=[CH:16][CH:15]=4)=[CH:8][CH:7]=2)[CH:5]=[CH:4][CH:3]=[N:2]1.[Li]CCCC.[CH3:31][C:32]1[C:37]([C:38]([C:40]2[N:44]([CH3:45])[N:43]=[N:42][CH:41]=2)=[O:39])=[CH:36][CH:35]=[C:34]([CH3:46])[N:33]=1. Product: [N:1]1([C:6]2[CH:25]=[CH:24][C:9]([CH2:10][C:11]3[C:12]([Cl:23])=[N:13][C:14]4[C:19]([C:20]=3[Cl:21])=[CH:18][C:17]([C:38]([C:37]3[C:32]([CH3:31])=[N:33][C:34]([CH3:46])=[CH:35][CH:36]=3)([C:40]3[N:44]([CH3:45])[N:43]=[N:42][CH:41]=3)[OH:39])=[CH:16][CH:15]=4)=[CH:8][CH:7]=2)[CH:5]=[CH:4][CH:3]=[N:2]1. The catalyst class is: 1. (4) Reactant: [CH3:1][C:2]1[CH:10]=[CH:9][C:5]([C:6]([OH:8])=O)=[CH:4][N:3]=1.[CH:11]1[CH:16]=[N:15][C:14]2N(O)N=N[C:13]=2[CH:12]=1.CC[N:23]=C=NCCCN(C)C.Cl.C(=O)([O-])O.[Na+]. Product: [NH2:23][CH:12]1[CH2:13][CH2:14][N:15]([C:6]([C:5]2[CH:4]=[N:3][C:2]([CH3:1])=[CH:10][CH:9]=2)=[O:8])[CH2:16][CH2:11]1. The catalyst class is: 236. (5) Reactant: [F:1][C:2]([F:41])([F:40])[C:3]1[CH:4]=[C:5]([CH:33]=[C:34]([C:36]([F:39])([F:38])[F:37])[CH:35]=1)[C:6]([N:8]1[CH2:13][CH2:12][CH:11]([N:14]2[CH2:19][CH2:18][N:17](C(=O)C(F)(F)F)[CH2:16][CH2:15]2)[CH:10]([C:26]2[CH:31]=[CH:30][C:29]([CH3:32])=[CH:28][CH:27]=2)[CH2:9]1)=[O:7].[CH3:42][S:43](Cl)(=[O:45])=[O:44]. The catalyst class is: 22. Product: [F:1][C:2]([F:41])([F:40])[C:3]1[CH:4]=[C:5]([C:6]([N:8]2[CH2:13][CH2:12][CH:11]([N:14]3[CH2:19][CH2:18][N:17]([S:43]([CH3:42])(=[O:45])=[O:44])[CH2:16][CH2:15]3)[CH:10]([C:26]3[CH:31]=[CH:30][C:29]([CH3:32])=[CH:28][CH:27]=3)[CH2:9]2)=[O:7])[CH:33]=[C:34]([C:36]([F:39])([F:38])[F:37])[CH:35]=1. (6) Reactant: Cl[C:2]1[N:7]=[C:6]([Cl:8])[N:5]=[CH:4][N:3]=1.CCN(C(C)C)C(C)C.[NH2:18][C:19]1[CH:29]=[CH:28][C:22]([C:23]([O:25][CH2:26][CH3:27])=[O:24])=[CH:21][CH:20]=1. Product: [Cl:8][C:6]1[N:5]=[CH:4][N:3]=[C:2]([NH:18][C:19]2[CH:20]=[CH:21][C:22]([C:23]([O:25][CH2:26][CH3:27])=[O:24])=[CH:28][CH:29]=2)[N:7]=1. The catalyst class is: 3. (7) Product: [C:2]1([N:8]2[CH2:12][CH2:11][CH2:10][C:9]2=[O:13])[CH:7]=[CH:6][CH:5]=[CH:4][CH:3]=1. Reactant: Br[C:2]1[CH:7]=[CH:6][CH:5]=[CH:4][CH:3]=1.[NH:8]1[CH2:12][CH2:11][CH2:10][C:9]1=[O:13].C1C=CC(P(C2C(C3C(P(C4C=CC=CC=4)C4C=CC=CC=4)=CC=C4C=3C=CC=C4)=C3C(C=CC=C3)=CC=2)C2C=CC=CC=2)=CC=1.C([O-])([O-])=O.[Cs+].[Cs+]. The catalyst class is: 718.